Dataset: NCI-60 drug combinations with 297,098 pairs across 59 cell lines. Task: Regression. Given two drug SMILES strings and cell line genomic features, predict the synergy score measuring deviation from expected non-interaction effect. Drug 1: CN(CCCl)CCCl.Cl. Drug 2: CC12CCC3C(C1CCC2OP(=O)(O)O)CCC4=C3C=CC(=C4)OC(=O)N(CCCl)CCCl.[Na+]. Cell line: A498. Synergy scores: CSS=2.08, Synergy_ZIP=-6.13, Synergy_Bliss=-7.08, Synergy_Loewe=-19.2, Synergy_HSA=-6.99.